From a dataset of Full USPTO retrosynthesis dataset with 1.9M reactions from patents (1976-2016). Predict the reactants needed to synthesize the given product. (1) Given the product [C:1]([CH:5]1[CH2:10][CH2:9][CH:8]([N:11]([CH2:23][C:24]2[CH:25]=[CH:26][C:27]([C:28]([OH:30])=[O:29])=[CH:32][CH:33]=2)[C:12]2[N:16]([CH3:17])[C:15]3[CH:18]=[CH:19][C:20]([OH:22])=[CH:21][C:14]=3[N:13]=2)[CH2:7][CH2:6]1)([CH3:4])([CH3:2])[CH3:3], predict the reactants needed to synthesize it. The reactants are: [C:1]([CH:5]1[CH2:10][CH2:9][CH:8]([N:11]([CH2:23][C:24]2[CH:33]=[CH:32][C:27]([C:28]([O:30]C)=[O:29])=[CH:26][CH:25]=2)[C:12]2[N:16]([CH3:17])[C:15]3[CH:18]=[CH:19][C:20]([OH:22])=[CH:21][C:14]=3[N:13]=2)[CH2:7][CH2:6]1)([CH3:4])([CH3:3])[CH3:2].[Li+].[OH-].CCOC(C)=O.Cl. (2) Given the product [Br:1][C:2]1[CH:3]=[C:4]([CH:9]=[C:10]([O:12][C:21]2[CH:22]=[CH:23][C:18]([S:15]([CH2:13][CH3:14])(=[O:17])=[O:16])=[CH:19][C:20]=2[Cl:25])[CH:11]=1)[C:5]([O:7][CH3:8])=[O:6], predict the reactants needed to synthesize it. The reactants are: [Br:1][C:2]1[CH:3]=[C:4]([CH:9]=[C:10]([OH:12])[CH:11]=1)[C:5]([O:7][CH3:8])=[O:6].[CH2:13]([S:15]([C:18]1[CH:23]=[CH:22][C:21](F)=[C:20]([Cl:25])[CH:19]=1)(=[O:17])=[O:16])[CH3:14]. (3) Given the product [CH2:1]([O:8][C:9]1[C:14]([C:15]([OH:17])=[O:16])=[CH:13][N:12]=[C:11]([N:20]2[CH:24]=[CH:23][CH:22]=[N:21]2)[N:10]=1)[C:2]1[CH:3]=[CH:4][CH:5]=[CH:6][CH:7]=1, predict the reactants needed to synthesize it. The reactants are: [CH2:1]([O:8][C:9]1[C:14]([C:15]([O:17]CC)=[O:16])=[CH:13][N:12]=[C:11]([N:20]2[CH:24]=[CH:23][CH:22]=[N:21]2)[N:10]=1)[C:2]1[CH:7]=[CH:6][CH:5]=[CH:4][CH:3]=1.